Dataset: Forward reaction prediction with 1.9M reactions from USPTO patents (1976-2016). Task: Predict the product of the given reaction. (1) Given the reactants [NH2:1][C:2]1[CH:7]=[CH:6][C:5]([Cl:8])=[CH:4][C:3]=1[C:9]([C:11]1[C:12]([CH3:17])=[N:13][CH:14]=[CH:15][CH:16]=1)=[O:10].[CH:18]([O:21][C:22]1[CH:27]=[CH:26][C:25]([S:28](Cl)(=[O:30])=[O:29])=[CH:24][CH:23]=1)([CH3:20])[CH3:19], predict the reaction product. The product is: [Cl:8][C:5]1[CH:6]=[CH:7][C:2]([NH:1][S:28]([C:25]2[CH:24]=[CH:23][C:22]([O:21][CH:18]([CH3:20])[CH3:19])=[CH:27][CH:26]=2)(=[O:30])=[O:29])=[C:3]([C:9]([C:11]2[C:12]([CH3:17])=[N:13][CH:14]=[CH:15][CH:16]=2)=[O:10])[CH:4]=1. (2) Given the reactants C([SiH2][O:6][C:7](C)(C)[C:8]1[N:9]=[CH:10][N:11]([C:13]2[CH:14]=[C:15]3[C:20](=[CH:21][C:22]=2[N+:23]([O-:25])=[O:24])[NH:19][C:18](=[O:26])[N:17]([NH:27][S:28]([CH3:31])(=[O:30])=[O:29])[C:16]3=[O:32])[CH:12]=1)(C)(C)C.O.O.O.[F-].C([N+](CCCC)(CCCC)CCCC)CCC.O1CCCC1.[NH4+].[OH-], predict the reaction product. The product is: [OH:6][CH2:7][C:8]1[N:9]=[CH:10][N:11]([C:13]2[CH:14]=[C:15]3[C:20](=[CH:21][C:22]=2[N+:23]([O-:25])=[O:24])[NH:19][C:18](=[O:26])[N:17]([NH:27][S:28]([CH3:31])(=[O:29])=[O:30])[C:16]3=[O:32])[CH:12]=1. (3) Given the reactants [CH3:1][O:2][C:3]1[CH:4]=[C:5]([NH:9][C:10](=[O:16])[O:11][C:12]([CH3:15])([CH3:14])[CH3:13])[CH:6]=[CH:7][CH:8]=1.[Li]CCCC.[C:22](OCC)(=[O:28])[C:23]([O:25][CH2:26][CH3:27])=[O:24], predict the reaction product. The product is: [C:12]([O:11][C:10]([NH:9][C:5]1[CH:6]=[CH:7][CH:8]=[C:3]([O:2][CH3:1])[C:4]=1[C:22](=[O:28])[C:23]([O:25][CH2:26][CH3:27])=[O:24])=[O:16])([CH3:13])([CH3:15])[CH3:14]. (4) Given the reactants [F:1][CH:2]([F:41])[C:3]1[S:7][C:6]([C:8]([NH:10][C:11]2[N:15]([CH2:16][C@H:17]3[CH2:21][CH2:20][CH2:19][N:18]3C(OC(C)(C)C)=O)[C:14]3[CH:29]=[CH:30][C:31]([C:33](=[O:40])[NH:34][CH2:35][C:36]([CH3:39])([CH3:38])[CH3:37])=[CH:32][C:13]=3[N:12]=2)=[O:9])=[CH:5][CH:4]=1.C(Cl)Cl.Cl, predict the reaction product. The product is: [F:41][CH:2]([F:1])[C:3]1[S:7][C:6]([C:8]([NH:10][C:11]2[N:15]([CH2:16][C@H:17]3[CH2:21][CH2:20][CH2:19][NH:18]3)[C:14]3[CH:29]=[CH:30][C:31]([C:33]([NH:34][CH2:35][C:36]([CH3:38])([CH3:37])[CH3:39])=[O:40])=[CH:32][C:13]=3[N:12]=2)=[O:9])=[CH:5][CH:4]=1. (5) Given the reactants [CH:1]1([N:7]([CH2:21][CH2:22][C:23]2[CH:28]=CC=C[CH:24]=2)[C:8](=[O:20])[NH:9][C:10]2[S:11][C:12]([S:15][CH2:16][C:17]([OH:19])=[O:18])=[CH:13][N:14]=2)CC[CH2:4][CH2:3][CH2:2]1.C(=O)CC(C)C.C(N)CCC.C(OC(=O)CSC1SC(N)=NC=1)C, predict the reaction product. The product is: [CH2:1]([N:7]([CH2:21][CH2:22][CH:23]([CH3:24])[CH3:28])[C:8](=[O:20])[NH:9][C:10]1[S:11][C:12]([S:15][CH2:16][C:17]([OH:19])=[O:18])=[CH:13][N:14]=1)[CH2:2][CH2:3][CH3:4].